From a dataset of Reaction yield outcomes from USPTO patents with 853,638 reactions. Predict the reaction yield, written as a fraction of the theoretical maximum amount of product (1.0 means a 100% yield; for example, 0.34 means a 34% yield). (1) The product is [N+:32]([C:14]1[CH:15]=[C:16]([C:19]2[CH:24]=[CH:23][CH:22]=[C:21]([NH:25][C:26](=[O:31])[C:27]([F:28])([F:29])[F:30])[CH:20]=2)[CH:17]=[CH:18][C:13]=1[CH:2]([C:1]([O:8][CH3:9])=[O:7])[C:3]([O:5][CH3:6])=[O:4])([O-:34])=[O:33]. The yield is 0.500. The catalyst is CS(C)=O. The reactants are [C:1]([O:8][CH3:9])(=[O:7])[CH2:2][C:3]([O:5][CH3:6])=[O:4].[H-].[Na+].F[C:13]1[CH:18]=[CH:17][C:16]([C:19]2[CH:24]=[CH:23][CH:22]=[C:21]([NH:25][C:26](=[O:31])[C:27]([F:30])([F:29])[F:28])[CH:20]=2)=[CH:15][C:14]=1[N+:32]([O-:34])=[O:33].CCCCCC. (2) The product is [F:11][C:12]1[CH:17]=[CH:16][C:15]([N:5]2[CH:6]=[CH:7][C:2]([I:1])=[C:3]([CH:9]=[O:10])[C:4]2=[O:8])=[CH:14][CH:13]=1. The catalyst is C1(C)C=CC=CC=1.C([O-])(=O)C.[Cu+2].C([O-])(=O)C. The yield is 0.420. The reactants are [I:1][C:2]1[CH:7]=[CH:6][NH:5][C:4](=[O:8])[C:3]=1[CH:9]=[O:10].[F:11][C:12]1[CH:17]=[CH:16][C:15](B(O)O)=[CH:14][CH:13]=1.C(O)(=O)CCCCCCCCCCCCC.N1C(C)=CC=CC=1C. (3) The reactants are [C:1]([O:10][CH2:11][C:12]1[CH:17]=[CH:16][CH:15]=[CH:14][CH:13]=1)(=[O:9])[C:2]1[C:3](=[CH:5][CH:6]=[CH:7][CH:8]=1)[OH:4].C(N(CC)CC)C.[CH:25]([C:28]1[CH:37]=[CH:36][CH:35]=[C:34]([CH:38]([CH3:40])[CH3:39])[C:29]=1[O:30][C:31](Cl)=[O:32])([CH3:27])[CH3:26]. The catalyst is ClCCl.CN(C1C=CN=CC=1)C.C(O)(=O)CC(CC(O)=O)(C(O)=O)O. The product is [CH:25]([C:28]1[CH:37]=[CH:36][CH:35]=[C:34]([CH:38]([CH3:40])[CH3:39])[C:29]=1[O:30][C:31]([O:4][C:3]1[CH:5]=[CH:6][CH:7]=[CH:8][C:2]=1[C:1]([O:10][CH2:11][C:12]1[CH:17]=[CH:16][CH:15]=[CH:14][CH:13]=1)=[O:9])=[O:32])([CH3:27])[CH3:26]. The yield is 0.570. (4) The reactants are [NH2:1][C:2]1[N:7]=[CH:6][N:5]=[CH:4][N:3]=1.C(N(CC)CC)C.FC(F)(F)S(O[Si:21]([CH3:24])([CH3:23])[CH3:22])(=O)=O. The catalyst is C1(C)C=CC=CC=1. The product is [CH3:22][Si:21]([N:1]([C:2]1[N:7]=[CH:6][N:5]=[CH:4][N:3]=1)[Si:21]([CH3:24])([CH3:23])[CH3:22])([CH3:24])[CH3:23]. The yield is 0.820. (5) The reactants are [O-:1][N+:2]1[C:7]2[CH:8]=[CH:9][CH:10]=[CH:11][C:6]=2[N:5]=[C:4]([N:12]2[CH2:17][CH2:16][CH:15]([CH2:18][C:19](O)=[O:20])[CH2:14][CH2:13]2)[N:3]=1.[NH2:22][C:23]1[C:24]([C:28]([O:30][CH3:31])=[O:29])=[CH:25][S:26][CH:27]=1. No catalyst specified. The product is [O-:1][N+:2]1[C:7]2[CH:8]=[CH:9][CH:10]=[CH:11][C:6]=2[N:5]=[C:4]([N:12]2[CH2:13][CH2:14][CH:15]([CH2:18][C:19]([NH:22][C:23]3[C:24]([C:28]([O:30][CH3:31])=[O:29])=[CH:25][S:26][CH:27]=3)=[O:20])[CH2:16][CH2:17]2)[N:3]=1. The yield is 0.900.